This data is from Experimentally validated miRNA-target interactions with 360,000+ pairs, plus equal number of negative samples. The task is: Binary Classification. Given a miRNA mature sequence and a target amino acid sequence, predict their likelihood of interaction. (1) The miRNA is hsa-miR-3132 with sequence UGGGUAGAGAAGGAGCUCAGAGGA. The protein sequence of the target gene is MRRRRAAVAAGFCASFLLGSVLNVLFAPGSEPPRPGQSPGSSAAPGPGRRGGRGELARQIRERYEEVQRYSRGGPGPGAGRPERRRLMDLAPGGPGLQRPRPPRVRSPPDGAPGWPPAPGPGSPGPGPRLGCAALRNVSGAQYVGSGYTKAVYRVRLPGGAAVALKAVDFSGHDLGSCVREFGARRGCYRLAAHKLLKEMVLLERLRHPNVLQLYGYCYQDSEGIPDTLTTITELGAPVEMIQLLQTSWEDRFRICLSLGRLLHHLAHSPLGSVTLLDFRPRQFVLVNGELKVTDLDDAR.... Result: 0 (no interaction). (2) The miRNA is cel-miR-71-5p with sequence UGAAAGACAUGGGUAGUGAGACG. The protein sequence of the target gene is MSHARDDHQGASQGSQWLSQARTLVQEGTLFNFIRCLLLFQGDSGQKEMTPGKKIPIFVDGVVLNGPQTDVKAGEKFVEEACRLIMEEVVLKATDVNEKVCEWQPPEQLRQLLDLEMRDTGESQDKLLKLCQDVIHFSVKTNHPRFFNQLYAGLDYYSLAARIITEALNPSIYTYEVSPVFLLVEEAVLKKMIECVGWKEGDGIFNPGGSVSNMCAMNLARYRHCPDIKEKGLSGLPRLILFTSAECHYSMKKAASFLGIGTQNVYFVETDGRGKMIPEDLEKQIWQARQEGAVPFLVCA.... Result: 0 (no interaction). (3) The miRNA is mmu-miR-664-3p with sequence UAUUCAUUUACUCCCCAGCCUA. The protein sequence of the target gene is MSKMDGLSTGEEEDSTFTSISLEDDTDHSLKSWRSRAESLLPKMMNADMDAVDAENQVELEEKTRLINQVLELQHTLEDLSARVDAVKEENLKLKSENQVLGQYIENLMSASSVFQTTDTKSKRK. Result: 1 (interaction).